This data is from hERG potassium channel inhibition data for cardiac toxicity prediction from Karim et al.. The task is: Regression/Classification. Given a drug SMILES string, predict its toxicity properties. Task type varies by dataset: regression for continuous values (e.g., LD50, hERG inhibition percentage) or binary classification for toxic/non-toxic outcomes (e.g., AMES mutagenicity, cardiotoxicity, hepatotoxicity). Dataset: herg_karim. (1) The result is 1 (blocker). The compound is O=C(NC1COc2cccc(-c3ccncc3)c2C1)c1ccc(OCC(F)(F)F)nc1. (2) The drug is Cc1ccc(S(=O)(=O)OCC(=O)Nc2ccc(C(=O)O)c(O)c2)cc1. The result is 0 (non-blocker). (3) The molecule is CC(C)C1(C(=O)N2CCN(c3cc(C(F)(F)F)ccn3)CC2)CCC(NC2C3CCCC2COC3)C1. The result is 1 (blocker). (4) The molecule is Cc1c(CN(C)CC(O)c2ncccn2)sc2c(=O)c(C(=O)NCc3ccc(F)cc3)cn(C)c12. The result is 1 (blocker). (5) The drug is CCN1CCN(c2cc3[nH]c(S[C@]4(C)CC[C@@H](c5nnco5)CC4)nc3cc2Cl)CC1. The result is 1 (blocker). (6) The molecule is CC1CCCN1CCN1CCc2cc(-c3ccc(F)cc3)ccc2C1=O. The result is 1 (blocker). (7) The result is 1 (blocker). The molecule is O=c1ccc2ncc(F)c3c2n1C[C@@]3(O)CC12CCC(NC/C=C/c3ccccc3)(CC1)CO2. (8) The result is 1 (blocker). The molecule is Cc1ncoc1-c1nnc(SCCCN2C3CCC2CC(c2ccc(C(F)(F)F)cc2F)C3)n1C.